Task: Predict the product of the given reaction.. Dataset: Forward reaction prediction with 1.9M reactions from USPTO patents (1976-2016) (1) Given the reactants [Cl:1][C:2]1[N:7]=[CH:6][C:5]([CH2:8][N:9]2[C:14]([CH3:15])=[CH:13][C:12](=[O:16])[N:11]3[N:17]=[C:18]([O:20]C)[N:19]=[C:10]23)=[CH:4][CH:3]=1, predict the reaction product. The product is: [Cl:1][C:2]1[N:7]=[CH:6][C:5]([CH2:8][N:9]2[C:14]([CH3:15])=[CH:13][C:12](=[O:16])[N:11]3[N:17]=[C:18]([OH:20])[N:19]=[C:10]23)=[CH:4][CH:3]=1. (2) Given the reactants [Cl:1][C:2]1[CH:7]=[CH:6][C:5]([C@H:8]([NH2:13])[CH2:9][N:10]([CH3:12])[CH3:11])=[CH:4][C:3]=1[C:14]([F:17])([F:16])[F:15].O[C:19]1[C:20]2[CH:28]=[CH:27][CH:26]=[C:25]([C:29]([NH2:31])=[O:30])[C:21]=2[N:22]=[N:23][N:24]=1, predict the reaction product. The product is: [Cl:1][C:2]1[CH:7]=[CH:6][C:5]([C@H:8]([NH:13][C:19]2[C:20]3[CH:28]=[CH:27][CH:26]=[C:25]([C:29]([NH2:31])=[O:30])[C:21]=3[N:22]=[N:23][N:24]=2)[CH2:9][N:10]([CH3:11])[CH3:12])=[CH:4][C:3]=1[C:14]([F:15])([F:16])[F:17]. (3) Given the reactants [F:1][C:2]([F:21])([F:20])[O:3][C:4]1[CH:9]=[CH:8][C:7]([C:10]2[CH:11]=[CH:12][C:13]3[N:14]([C:16](=[O:19])[NH:17][N:18]=3)[CH:15]=2)=[CH:6][CH:5]=1.Br[CH2:23][CH2:24][OH:25].C(=O)([O-])[O-].[K+].[K+], predict the reaction product. The product is: [OH:25][CH2:24][CH2:23][N:17]1[C:16](=[O:19])[N:14]2[CH:15]=[C:10]([C:7]3[CH:6]=[CH:5][C:4]([O:3][C:2]([F:1])([F:20])[F:21])=[CH:9][CH:8]=3)[CH:11]=[CH:12][C:13]2=[N:18]1. (4) Given the reactants [Cl:1][C:2]1[CH:3]=[C:4]2[C:9](=[CH:10][CH:11]=1)[N:8]([C:12]([C@H:14]([NH:26][C:27]([N:29]1[CH2:35][CH2:34][CH2:33][NH:32][CH2:31][CH2:30]1)=[O:28])[C@H:15]([C:17]1[C:25]3[C:20](=[CH:21][CH:22]=[CH:23][CH:24]=3)[NH:19][CH:18]=1)[CH3:16])=[O:13])[CH2:7][C@@H:6]([CH2:36][N:37]([CH3:39])[CH3:38])[CH2:5]2.C(N(CC)CC)C.[C:47]1([S:53](Cl)(=[O:55])=[O:54])[CH:52]=[CH:51][CH:50]=[CH:49][CH:48]=1.C(=O)([O-])O.[Na+], predict the reaction product. The product is: [Cl:1][C:2]1[CH:3]=[C:4]2[C:9](=[CH:10][CH:11]=1)[N:8]([C:12]([C@H:14]([NH:26][C:27]([N:29]1[CH2:35][CH2:34][CH2:33][N:32]([S:53]([C:47]3[CH:52]=[CH:51][CH:50]=[CH:49][CH:48]=3)(=[O:55])=[O:54])[CH2:31][CH2:30]1)=[O:28])[C@H:15]([C:17]1[C:25]3[C:20](=[CH:21][CH:22]=[CH:23][CH:24]=3)[NH:19][CH:18]=1)[CH3:16])=[O:13])[CH2:7][C@@H:6]([CH2:36][N:37]([CH3:39])[CH3:38])[CH2:5]2.